From a dataset of Full USPTO retrosynthesis dataset with 1.9M reactions from patents (1976-2016). Predict the reactants needed to synthesize the given product. (1) Given the product [CH3:1][O:2][C:3]1[CH:4]=[C:5]2[C:10](=[CH:11][C:12]=1[O:13][CH3:14])[N:9]=[CH:8][CH:7]=[C:6]2[O:15][C:16]1[CH:21]=[C:20]([CH3:22])[C:19]([CH3:23])=[CH:18][C:17]=1[C:24](=[N:28][NH2:29])[CH3:25], predict the reactants needed to synthesize it. The reactants are: [CH3:1][O:2][C:3]1[CH:4]=[C:5]2[C:10](=[CH:11][C:12]=1[O:13][CH3:14])[N:9]=[CH:8][CH:7]=[C:6]2[O:15][C:16]1[CH:21]=[C:20]([CH3:22])[C:19]([CH3:23])=[CH:18][C:17]=1[C:24](=O)[CH3:25].O.[NH2:28][NH2:29].C(N(CC)CC)C. (2) Given the product [Br:1][C:2]1[CH:3]=[C:4]([CH2:8][CH:9]=[O:10])[CH:5]=[CH:6][CH:7]=1, predict the reactants needed to synthesize it. The reactants are: [Br:1][C:2]1[CH:3]=[C:4]([CH2:8][CH2:9][OH:10])[CH:5]=[CH:6][CH:7]=1.CC(OI1(OC(C)=O)(OC(C)=O)OC(=O)C2C=CC=CC1=2)=O.